From a dataset of Catalyst prediction with 721,799 reactions and 888 catalyst types from USPTO. Predict which catalyst facilitates the given reaction. (1) Reactant: [Cl:1][C:2]1[CH:8]=[CH:7][C:5]([NH2:6])=[CH:4][C:3]=1[C:9]([F:12])([F:11])[F:10].C(N(CC)CC)C.[C:20](Cl)(=[O:25])[C:21]([CH3:24])([CH3:23])[CH3:22]. Product: [Cl:1][C:2]1[CH:8]=[CH:7][C:5]([NH:6][C:20](=[O:25])[C:21]([CH3:24])([CH3:23])[CH3:22])=[CH:4][C:3]=1[C:9]([F:10])([F:11])[F:12]. The catalyst class is: 1. (2) Reactant: Cl.[Cl:2][C:3]1[CH:4]=[C:5]2[C:9](=[CH:10][CH:11]=1)[NH:8][CH:7]=[C:6]2[CH2:12][CH2:13][NH2:14].[F:15][C:16]1[CH:21]=[CH:20][CH:19]=[C:18]([F:22])[C:17]=1[N:23]1[CH2:27][CH2:26][CH:25]([C:28](O)=[O:29])[C:24]1=[O:31].CN(C(ON1N=NC2C=CC=NC1=2)=[N+](C)C)C.F[P-](F)(F)(F)(F)F.C(N(CC)C(C)C)(C)C. Product: [Cl:2][C:3]1[CH:4]=[C:5]2[C:9](=[CH:10][CH:11]=1)[NH:8][CH:7]=[C:6]2[CH2:12][CH2:13][NH:14][C:28]([CH:25]1[CH2:26][CH2:27][N:23]([C:17]2[C:16]([F:15])=[CH:21][CH:20]=[CH:19][C:18]=2[F:22])[C:24]1=[O:31])=[O:29]. The catalyst class is: 3. (3) Reactant: [Cl:1][C:2]1[CH:22]=[CH:21][C:5]([O:6][C:7]2[CH:12]=[CH:11][CH:10]=[CH:9][C:8]=2[CH:13]2[CH:17](O)[CH2:16][N:15]([CH3:19])[C:14]2=[O:20])=[CH:4][CH:3]=1. Product: [Cl:1][C:2]1[CH:22]=[CH:21][C:5]2[O:6][C:7]3[CH:12]=[CH:11][CH:10]=[CH:9][C:8]=3[C@@H:13]3[C:14](=[O:20])[N:15]([CH3:19])[CH2:16][C@@H:17]3[C:4]=2[CH:3]=1. The catalyst class is: 4. (4) Reactant: [F:1][C:2]1[CH:7]=[CH:6][C:5]([S:8](Cl)(=[O:10])=[O:9])=[CH:4][CH:3]=1.[CH3:12][NH2:13]. Product: [F:1][C:2]1[CH:7]=[CH:6][C:5]([S:8]([NH:13][CH3:12])(=[O:10])=[O:9])=[CH:4][CH:3]=1. The catalyst class is: 4. (5) Reactant: [CH:1]1([C:4]2[C:9]3[CH2:10][O:11][C:12]([CH3:15])([CH3:14])[CH2:13][C:8]=3[C:7]([C:16]#[N:17])=[C:6]([N:18]3[CH2:23][CH2:22][N:21]([CH2:24][CH2:25][OH:26])[C@H:20]([CH:27]([CH3:29])[CH3:28])[CH2:19]3)[N:5]=2)[CH2:3][CH2:2]1.C(N(CC)CC)C.[C:37](Cl)(=[O:39])[CH3:38]. Product: [C:37]([O:26][CH2:25][CH2:24][N:21]1[CH2:22][CH2:23][N:18]([C:6]2[C:7]([C:16]#[N:17])=[C:8]3[CH2:13][C:12]([CH3:14])([CH3:15])[O:11][CH2:10][C:9]3=[C:4]([CH:1]3[CH2:2][CH2:3]3)[N:5]=2)[CH2:19][C@H:20]1[CH:27]([CH3:29])[CH3:28])(=[O:39])[CH3:38]. The catalyst class is: 2.